Dataset: Reaction yield outcomes from USPTO patents with 853,638 reactions. Task: Predict the reaction yield, written as a fraction of the theoretical maximum amount of product (1.0 means a 100% yield; for example, 0.34 means a 34% yield). (1) The reactants are [CH3:1][CH:2]([CH3:46])[C@H:3]([NH:42][C:43](=[O:45])[O-:44])[C:4]([N:6]1[C@H:10]([C:11]2[NH:15][C:14]3[C:16]4[C:21]([CH:22]=[CH:23][C:13]=3[N:12]=2)=[CH:20][C:19]2[C:24]3[C:29]([CH2:30][O:31][C:18]=2[CH:17]=4)=[CH:28][C:27](B2OC(C)(C)C(C)(C)O2)=[CH:26][CH:25]=3)[CH2:9][CH2:8][C@@H:7]1[CH3:41])=[O:5].Br[C:48]1[NH:52][C:51]([C@@H:53]2[CH2:57][C@H:56]([CH3:58])[CH2:55][N:54]2[C:59]([O:61][C:62]([CH3:65])([CH3:64])[CH3:63])=[O:60])=[N:50][CH:49]=1.[C:66](=O)([O-])[O-].[K+].[K+]. The catalyst is CS(C)=O.[Pd].C1(P(C2C=CC=CC=2)C2C=CC=CC=2)C=CC=CC=1.C1(P(C2C=CC=CC=2)C2C=CC=CC=2)C=CC=CC=1.C1(P(C2C=CC=CC=2)C2C=CC=CC=2)C=CC=CC=1.C1(P(C2C=CC=CC=2)C2C=CC=CC=2)C=CC=CC=1.C1C=CC(P(C2C=CC=CC=2)[C-]2C=CC=C2)=CC=1.C1C=CC(P(C2C=CC=CC=2)[C-]2C=CC=C2)=CC=1.Cl[Pd]Cl.[Fe+2]. The product is [CH3:66][O:44][C:43]([NH:42][C@H:3]([C:4]([N:6]1[C@@H:7]([CH3:41])[CH2:8][CH2:9][C@H:10]1[C:11]1[NH:15][C:14]2[C:16]3[C:21]([CH:22]=[CH:23][C:13]=2[N:12]=1)=[CH:20][C:19]1[C:24]2[C:29]([CH2:30][O:31][C:18]=1[CH:17]=3)=[CH:28][C:27]([C:48]1[NH:52][C:51]([C@@H:53]3[CH2:57][C@H:56]([CH3:58])[CH2:55][N:54]3[C:59]([O:61][C:62]([CH3:65])([CH3:64])[CH3:63])=[O:60])=[N:50][CH:49]=1)=[CH:26][CH:25]=2)=[O:5])[CH:2]([CH3:1])[CH3:46])=[O:45]. The yield is 0.630. (2) The reactants are [C:1]([CH:5]1[CH2:13][C:12]2[C:7](=[CH:8][CH:9]=[CH:10][CH:11]=2)[NH:6]1)([CH3:4])([CH3:3])[CH3:2].[N+:14]([O-])([O-:16])=[O:15].[K+].C([O-])([O-])=O.[Na+].[Na+]. The catalyst is OS(O)(=O)=O. The product is [C:1]([CH:5]1[CH2:13][C:12]2[C:7](=[CH:8][C:9]([N+:14]([O-:16])=[O:15])=[CH:10][CH:11]=2)[NH:6]1)([CH3:4])([CH3:2])[CH3:3]. The yield is 0.320. (3) The reactants are Cl[C:2]1[N:11]=[CH:10][C:9]2[N:8]([CH2:12][C:13]([NH:15][CH2:16][CH:17]3[CH2:22][CH2:21][O:20][CH2:19][CH2:18]3)=[O:14])[CH2:7][C@@H:6]3[CH2:23][O:24][CH2:25][CH2:26][N:5]3[C:4]=2[N:3]=1.CC1(C)C(C)(C)OB([C:35]2[CH:36]=[C:37]([C:41]([OH:44])([CH3:43])[CH3:42])[CH:38]=[CH:39][CH:40]=2)O1.C(=O)([O-])[O-].[Na+].[Na+]. The catalyst is O1CCOCC1.O.CCOC(C)=O. The product is [OH:44][C:41]([C:37]1[CH:36]=[C:35]([C:2]2[N:11]=[CH:10][C:9]3[N:8]([CH2:12][C:13]([NH:15][CH2:16][CH:17]4[CH2:22][CH2:21][O:20][CH2:19][CH2:18]4)=[O:14])[CH2:7][C@@H:6]4[CH2:23][O:24][CH2:25][CH2:26][N:5]4[C:4]=3[N:3]=2)[CH:40]=[CH:39][CH:38]=1)([CH3:43])[CH3:42]. The yield is 0.688. (4) The reactants are [Br:1][C:2]1[CH:3]=[CH:4][C:5]([O:11][CH3:12])=[C:6]([CH:10]=1)[C:7]([OH:9])=O.C(Cl)(=O)C(Cl)=O.[Cl:19][C:20]1[CH:26]=[CH:25][C:23]([NH2:24])=[CH:22][CH:21]=1.C(N(CC)C(C)C)(C)C. The catalyst is ClCCl.O.CN(C)C=O. The product is [Br:1][C:2]1[CH:3]=[CH:4][C:5]([O:11][CH3:12])=[C:6]([CH:10]=1)[C:7]([NH:24][C:23]1[CH:25]=[CH:26][C:20]([Cl:19])=[CH:21][CH:22]=1)=[O:9]. The yield is 0.800. (5) The reactants are [ClH:1].[S:2]1[C:6]2[CH:7]=[C:8]([N:11]3[CH2:15][CH2:14][N:13]([C:16]4[CH:17]=[N:18][CH:19]=[CH:20][C:21]=4[NH:22]C(=O)C)[C:12]3=[O:26])[CH:9]=[CH:10][C:5]=2[N:4]=[CH:3]1.CO. The catalyst is C(O)C.C(Cl)(Cl)Cl. The product is [ClH:1].[NH2:22][C:21]1[CH:20]=[CH:19][N:18]=[CH:17][C:16]=1[N:13]1[CH2:14][CH2:15][N:11]([C:8]2[CH:9]=[CH:10][C:5]3[N:4]=[CH:3][S:2][C:6]=3[CH:7]=2)[C:12]1=[O:26]. The yield is 0.290. (6) The reactants are O=O.Cl.[F:4][C:5]1[CH:6]=[C:7]([S:11][C:12]2[CH:13]=[C:14]3[C:19](=[CH:20][CH:21]=2)[C:18]([C:22]([NH2:24])=[O:23])=[CH:17][CH2:16][CH2:15]3)[CH:8]=[CH:9][CH:10]=1.[H][H]. The catalyst is CO. The product is [F:4][C:5]1[CH:6]=[C:7]([S:11][C:12]2[CH:13]=[C:14]3[C:19](=[CH:20][CH:21]=2)[C@H:18]([C:22]([NH2:24])=[O:23])[CH2:17][CH2:16][CH2:15]3)[CH:8]=[CH:9][CH:10]=1. The yield is 1.00. (7) The reactants are C[Al](C)C.[CH3:5][O:6][C:7]1[CH:8]=[C:9]([CH2:15][CH2:16][C:17]2[CH:18]=[C:19]([NH2:22])[NH:20][N:21]=2)[CH:10]=[C:11]([O:13][CH3:14])[CH:12]=1.[CH2:23]1[CH:28]2[CH2:29][CH2:30][CH2:31][CH2:32][N:27]2[CH2:26][CH2:25][N:24]1[C:33]1[N:38]=[CH:37][C:36]([C:39](OC)=[O:40])=[CH:35][N:34]=1. The catalyst is C1(C)C=CC=CC=1. The product is [CH2:23]1[CH:28]2[CH2:29][CH2:30][CH2:31][CH2:32][N:27]2[CH2:26][CH2:25][N:24]1[C:33]1[N:38]=[CH:37][C:36]([C:39]([NH:22][C:19]2[NH:20][N:21]=[C:17]([CH2:16][CH2:15][C:9]3[CH:8]=[C:7]([O:6][CH3:5])[CH:12]=[C:11]([O:13][CH3:14])[CH:10]=3)[CH:18]=2)=[O:40])=[CH:35][N:34]=1. The yield is 0.420.